This data is from Full USPTO retrosynthesis dataset with 1.9M reactions from patents (1976-2016). The task is: Predict the reactants needed to synthesize the given product. Given the product [C:16]([C:20]1[CH:21]=[C:22]([C:30]2[CH:38]=[CH:37][CH:36]=[C:35]3[C:31]=2[CH:32]=[C:33]([CH3:39])[CH2:34]3)[CH:23]=[C:24]([C:26]([CH3:29])([CH3:28])[CH3:27])[CH:25]=1)([CH3:17])([CH3:18])[CH3:19], predict the reactants needed to synthesize it. The reactants are: Cl[Si]1(Cl)C2C=CC=CC=2C2C1=CC=CC=2.[C:16]([C:20]1[CH:21]=[C:22]([C:30]2[CH:38]=[CH:37][CH:36]=[C:35]3[C:31]=2[CH:32]=[C:33]([CH3:39])[CH2:34]3)[CH:23]=[C:24]([C:26]([CH3:29])([CH3:28])[CH3:27])[CH:25]=1)([CH3:19])([CH3:18])[CH3:17].[Li].